Dataset: Reaction yield outcomes from USPTO patents with 853,638 reactions. Task: Predict the reaction yield, written as a fraction of the theoretical maximum amount of product (1.0 means a 100% yield; for example, 0.34 means a 34% yield). The yield is 0.890. The catalyst is O.O.C(O)C. The reactants are F[C:2]1[CH:7]=[CH:6][C:5]([N+:8]([O-:10])=[O:9])=[C:4]([C:11]([F:14])([F:13])[F:12])[CH:3]=1.[F:15][C:16]1([F:24])[CH2:20][NH:19][C@H:18]([C:21]([OH:23])=[O:22])[CH2:17]1.C(=O)([O-])[O-].[Na+].[Na+].Cl. The product is [F:15][C:16]1([F:24])[CH2:20][N:19]([C:2]2[CH:7]=[CH:6][C:5]([N+:8]([O-:10])=[O:9])=[C:4]([C:11]([F:14])([F:13])[F:12])[CH:3]=2)[C@H:18]([C:21]([OH:23])=[O:22])[CH2:17]1.